Dataset: Forward reaction prediction with 1.9M reactions from USPTO patents (1976-2016). Task: Predict the product of the given reaction. (1) Given the reactants [Br:1][C:2]1[C:10]2[C:5](=[C:6]3[CH:13]=[CH:12][N:11]([CH2:14][O:15][CH2:16][CH2:17][Si:18]([CH3:21])([CH3:20])[CH3:19])[C:7]3=[N:8][CH:9]=2)[N:4]([C@@H:22]2[C@H:27]([CH3:28])[CH2:26][CH2:25][NH:24][CH2:23]2)[CH:3]=1.C(=O)([O-])O.[Na+].Cl[C:35]([O:37][CH2:38][C:39]1[CH:44]=[CH:43][CH:42]=[CH:41][CH:40]=1)=[O:36], predict the reaction product. The product is: [Br:1][C:2]1[C:10]2[C:5](=[C:6]3[CH:13]=[CH:12][N:11]([CH2:14][O:15][CH2:16][CH2:17][Si:18]([CH3:21])([CH3:20])[CH3:19])[C:7]3=[N:8][CH:9]=2)[N:4]([CH:22]2[CH:27]([CH3:28])[CH2:26][CH2:25][N:24]([C:35]([O:37][CH2:38][C:39]3[CH:44]=[CH:43][CH:42]=[CH:41][CH:40]=3)=[O:36])[CH2:23]2)[CH:3]=1. (2) Given the reactants [O:1]=[C:2]1[C:7]2[C:8]([C:16]3[CH:17]=[C:18]([C:21]([NH2:23])=O)[S:19][CH:20]=3)=[CH:9][N:10]([CH:11]([CH2:14][CH3:15])[CH2:12][CH3:13])[C:6]=2[CH:5]=[CH:4][NH:3]1.FC(F)(F)C(OC(=O)C(F)(F)F)=O, predict the reaction product. The product is: [O:1]=[C:2]1[C:7]2[C:8]([C:16]3[CH:17]=[C:18]([C:21]#[N:23])[S:19][CH:20]=3)=[CH:9][N:10]([CH:11]([CH2:14][CH3:15])[CH2:12][CH3:13])[C:6]=2[CH:5]=[CH:4][NH:3]1. (3) Given the reactants [F:1][C:2]1[CH:7]=[CH:6][C:5]([N:8]2[C:16]3[C:11](=[CH:12][C:13]([O:17][C@H:18]([C:22]4[CH:27]=[CH:26][CH:25]=[C:24]([O:28][CH3:29])[CH:23]=4)[C@@H:19]([NH2:21])[CH3:20])=[CH:14][CH:15]=3)[CH:10]=[N:9]2)=[CH:4][CH:3]=1.[CH3:30][C:31]1[S:35][C:34]([C:36](O)=[O:37])=[CH:33][CH:32]=1, predict the reaction product. The product is: [F:1][C:2]1[CH:3]=[CH:4][C:5]([N:8]2[C:16]3[C:11](=[CH:12][C:13]([O:17][C@H:18]([C:22]4[CH:27]=[CH:26][CH:25]=[C:24]([O:28][CH3:29])[CH:23]=4)[C@@H:19]([NH:21][C:36]([C:34]4[S:35][C:31]([CH3:30])=[CH:32][CH:33]=4)=[O:37])[CH3:20])=[CH:14][CH:15]=3)[CH:10]=[N:9]2)=[CH:6][CH:7]=1. (4) Given the reactants Br[C:2]1[CH:10]=[C:9]2[C:5]([CH:6]=[N:7][NH:8]2)=[CH:4][CH:3]=1.[I:11]I.[OH-].[K+], predict the reaction product. The product is: [I:11][C:6]1[C:5]2[C:9](=[CH:10][CH:2]=[CH:3][CH:4]=2)[NH:8][N:7]=1. (5) Given the reactants [NH2:1][C@@H:2]([CH2:5][O:6][C@H:7]([C:9]1[CH:14]=[CH:13][C:12]([F:15])=[CH:11][CH:10]=1)[CH3:8])[CH2:3][OH:4].N[C@H](CO[C@H](C1C=CC(F)=CC=1)C)CO.[C:31](O)(=[O:40])[C@@H:32]([C:34]1[CH:39]=[CH:38][CH:37]=[CH:36][CH:35]=1)[OH:33], predict the reaction product. The product is: [OH:33][C@H:32]([C:34]1[CH:39]=[CH:38][CH:37]=[CH:36][CH:35]=1)[C:31]([O:4][CH2:3][C@H:2]([NH2:1])[CH2:5][O:6][C@H:7]([C:9]1[CH:10]=[CH:11][C:12]([F:15])=[CH:13][CH:14]=1)[CH3:8])=[O:40].